Dataset: Merck oncology drug combination screen with 23,052 pairs across 39 cell lines. Task: Regression. Given two drug SMILES strings and cell line genomic features, predict the synergy score measuring deviation from expected non-interaction effect. (1) Drug 1: COC12C(COC(N)=O)C3=C(C(=O)C(C)=C(N)C3=O)N1CC1NC12. Drug 2: C=CCn1c(=O)c2cnc(Nc3ccc(N4CCN(C)CC4)cc3)nc2n1-c1cccc(C(C)(C)O)n1. Cell line: A2780. Synergy scores: synergy=9.51. (2) Drug 1: N.N.O=C(O)C1(C(=O)O)CCC1.[Pt]. Drug 2: Cn1cc(-c2cnn3c(N)c(Br)c(C4CCCNC4)nc23)cn1. Cell line: RKO. Synergy scores: synergy=4.78. (3) Drug 1: N#Cc1ccc(Cn2cncc2CN2CCN(c3cccc(Cl)c3)C(=O)C2)cc1. Drug 2: C=CCn1c(=O)c2cnc(Nc3ccc(N4CCN(C)CC4)cc3)nc2n1-c1cccc(C(C)(C)O)n1. Cell line: NCIH1650. Synergy scores: synergy=-12.5. (4) Drug 1: CN(C)C(=N)N=C(N)N. Drug 2: C=CCn1c(=O)c2cnc(Nc3ccc(N4CCN(C)CC4)cc3)nc2n1-c1cccc(C(C)(C)O)n1. Cell line: SKMEL30. Synergy scores: synergy=7.27. (5) Drug 1: COC1=C2CC(C)CC(OC)C(O)C(C)C=C(C)C(OC(N)=O)C(OC)C=CC=C(C)C(=O)NC(=CC1=O)C2=O. Drug 2: NC1CCCCC1N.O=C(O)C(=O)O.[Pt+2]. Cell line: NCIH2122. Synergy scores: synergy=1.67. (6) Drug 1: COc1cc(C2c3cc4c(cc3C(OC3OC5COC(C)OC5C(O)C3O)C3COC(=O)C23)OCO4)cc(OC)c1O. Drug 2: O=C(O)C1(Cc2cccc(Nc3nccs3)n2)CCC(Oc2cccc(Cl)c2F)CC1. Cell line: NCIH460. Synergy scores: synergy=-12.9. (7) Drug 1: NC(=O)c1cccc2cn(-c3ccc(C4CCCNC4)cc3)nc12. Drug 2: CCc1cnn2c(NCc3ccc[n+]([O-])c3)cc(N3CCCCC3CCO)nc12. Cell line: SKOV3. Synergy scores: synergy=1.25. (8) Drug 1: O=P1(N(CCCl)CCCl)NCCCO1. Drug 2: Cn1nnc2c(C(N)=O)ncn2c1=O. Cell line: A427. Synergy scores: synergy=-4.56. (9) Drug 1: CCC1(O)CC2CN(CCc3c([nH]c4ccccc34)C(C(=O)OC)(c3cc4c(cc3OC)N(C)C3C(O)(C(=O)OC)C(OC(C)=O)C5(CC)C=CCN6CCC43C65)C2)C1. Drug 2: C#Cc1cccc(Nc2ncnc3cc(OCCOC)c(OCCOC)cc23)c1. Cell line: SKMES1. Synergy scores: synergy=28.6.